This data is from Full USPTO retrosynthesis dataset with 1.9M reactions from patents (1976-2016). The task is: Predict the reactants needed to synthesize the given product. (1) Given the product [Cl:1][C:2]1[N:7]=[C:6]([O:8][C:9]2[CH:10]=[C:11]3[C:15](=[CH:16][CH:17]=2)[N:14]([C:19]([O:21][C:22]([CH3:25])([CH3:24])[CH3:23])=[O:18])[CH:13]=[CH:12]3)[CH:5]=[CH:4][N:3]=1, predict the reactants needed to synthesize it. The reactants are: [Cl:1][C:2]1[N:7]=[C:6]([O:8][C:9]2[CH:10]=[C:11]3[C:15](=[CH:16][CH:17]=2)[NH:14][CH:13]=[CH:12]3)[CH:5]=[CH:4][N:3]=1.[O:18](C(OC(C)(C)C)=O)[C:19]([O:21][C:22]([CH3:25])([CH3:24])[CH3:23])=O.CCN(CC)CC. (2) Given the product [CH2:1]([O:3][C:4]1[C:8]([CH2:9][CH2:10][CH2:11][O:12][C:24]2[CH:29]=[C:28]([O:30][CH3:31])[CH:27]=[C:26]([CH2:32][C:33]([OH:35])=[O:34])[CH:25]=2)=[CH:7][N:6]([C:13]2[CH:18]=[CH:17][C:16]([C:19]([F:21])([F:20])[F:22])=[CH:15][N:14]=2)[N:5]=1)[CH3:2], predict the reactants needed to synthesize it. The reactants are: [CH2:1]([O:3][C:4]1[C:8]([CH2:9][CH2:10][CH2:11][OH:12])=[CH:7][N:6]([C:13]2[CH:18]=[CH:17][C:16]([C:19]([F:22])([F:21])[F:20])=[CH:15][N:14]=2)[N:5]=1)[CH3:2].O[C:24]1[CH:25]=[C:26]([CH2:32][C:33]([O:35]C)=[O:34])[CH:27]=[C:28]([O:30][CH3:31])[CH:29]=1.C(P(CCCC)CCCC)CCC.N(C(N1CCCCC1)=O)=NC(N1CCCCC1)=O. (3) Given the product [N+:15]([C:10]1[CH:11]=[CH:12][CH:13]=[CH:14][C:9]=1[CH:8]1[CH2:7][CH:6]1[CH:18]1[CH2:20][CH2:19]1)([O-:17])=[O:16], predict the reactants needed to synthesize it. The reactants are: CS(O[CH:6]([CH:18]1[CH2:20][CH2:19]1)[CH2:7][CH2:8][C:9]1[CH:14]=[CH:13][CH:12]=[CH:11][C:10]=1[N+:15]([O-:17])=[O:16])(=O)=O.C([O-])(C)(C)C.[K+].O.